This data is from Forward reaction prediction with 1.9M reactions from USPTO patents (1976-2016). The task is: Predict the product of the given reaction. (1) Given the reactants [C:1]([O:5][C:6]([N:8]1[CH2:13][CH2:12][N:11]([C:14]([C:16]2[CH:17]=[CH:18][CH:19]=[C:20]3[C:24]=2[NH:23][CH:22]=[C:21]3[CH:25]=O)=[O:15])[CH2:10][CH2:9]1)=[O:7])([CH3:4])([CH3:3])[CH3:2].[NH:27]1[CH2:32][CH2:31][O:30][CH2:29][CH2:28]1.[BH-](OC(C)=O)(OC(C)=O)OC(C)=O.[Na+], predict the reaction product. The product is: [C:1]([O:5][C:6]([N:8]1[CH2:13][CH2:12][N:11]([C:14]([C:16]2[CH:17]=[CH:18][CH:19]=[C:20]3[C:24]=2[NH:23][CH:22]=[C:21]3[CH2:25][N:27]2[CH2:32][CH2:31][O:30][CH2:29][CH2:28]2)=[O:15])[CH2:10][CH2:9]1)=[O:7])([CH3:4])([CH3:3])[CH3:2]. (2) Given the reactants C(#N)C.Cl[S:5]([N:8]=C=O)(=[O:7])=[O:6].C(O)=O.[Cl:14][C:15]1[CH:20]=[CH:19][CH:18]=[CH:17][C:16]=1[C@H:21]1[O:25][C:24]([CH3:27])([CH3:26])[O:23][C@@H:22]1[CH2:28][OH:29].CN(C)C(=O)C, predict the reaction product. The product is: [S:5](=[O:6])(=[O:7])([O:29][CH2:28][C@@H:22]1[C@@H:21]([C:16]2[CH:17]=[CH:18][CH:19]=[CH:20][C:15]=2[Cl:14])[O:25][C:24]([CH3:27])([CH3:26])[O:23]1)[NH2:8]. (3) Given the reactants Cl.[NH:2]1[CH2:7][CH2:6][CH:5]([O:8][C:9](=[O:23])[NH:10][C:11]2[CH:16]=[CH:15][CH:14]=[CH:13][C:12]=2[C:17]2[CH:22]=[CH:21][CH:20]=[CH:19][CH:18]=2)[CH2:4][CH2:3]1.C(=O)([O-])[O-].[K+].[K+].[C:30]([O:34][C:35]([N:37]([CH3:52])[CH2:38][CH2:39][CH2:40][CH2:41][CH2:42][CH2:43][CH2:44][CH2:45][CH2:46]OS(C)(=O)=O)=[O:36])([CH3:33])([CH3:32])[CH3:31].[I-].[K+], predict the reaction product. The product is: [NH3:2].[C:30]([O:34][C:35]([N:37]([CH3:52])[CH2:38][CH2:39][CH2:40][CH2:41][CH2:42][CH2:43][CH2:44][CH2:45][CH2:46][N:2]1[CH2:3][CH2:4][CH:5]([O:8][C:9](=[O:23])[NH:10][C:11]2[CH:16]=[CH:15][CH:14]=[CH:13][C:12]=2[C:17]2[CH:22]=[CH:21][CH:20]=[CH:19][CH:18]=2)[CH2:6][CH2:7]1)=[O:36])([CH3:33])([CH3:32])[CH3:31]. (4) Given the reactants Cl[C:2]1[C:3]([NH2:9])=[N:4][CH:5]=[N:6][C:7]=1Cl.[NH2:10][C@@H:11]1[CH2:15][CH2:14][N:13]([C:16]([O:18]C(C)(C)C)=O)[CH2:12]1.[O:23]([C:30]1[CH:35]=[CH:34][C:33](B(O)O)=[CH:32][CH:31]=1)[C:24]1[CH:29]=[CH:28][CH:27]=[CH:26][CH:25]=1.[C:39](Cl)(=O)[CH:40]=C, predict the reaction product. The product is: [NH2:9][C:3]1[N:4]=[CH:5][N:6]=[C:7]([NH:10][C@@H:11]2[CH2:15][CH2:14][N:13]([C:16](=[O:18])[CH:39]=[CH2:40])[CH2:12]2)[C:2]=1[C:27]1[CH:28]=[CH:29][C:24]([O:23][C:30]2[CH:35]=[CH:34][CH:33]=[CH:32][CH:31]=2)=[CH:25][CH:26]=1.